From a dataset of Forward reaction prediction with 1.9M reactions from USPTO patents (1976-2016). Predict the product of the given reaction. (1) Given the reactants C(OC(=O)[NH:7][C@H:8]([C:15](=[O:24])[NH:16][CH2:17][C:18]1[CH:23]=[CH:22][CH:21]=[CH:20][CH:19]=1)[C:9]1[CH:14]=[CH:13][CH:12]=[CH:11][CH:10]=1)(C)(C)C.[ClH:26].O1CCOCC1, predict the reaction product. The product is: [ClH:26].[NH2:7][C@@H:8]([C:9]1[CH:14]=[CH:13][CH:12]=[CH:11][CH:10]=1)[C:15]([NH:16][CH2:17][C:18]1[CH:23]=[CH:22][CH:21]=[CH:20][CH:19]=1)=[O:24]. (2) The product is: [CH3:1][S:2]([C:5]1[CH:13]=[CH:12][CH:11]=[C:10]2[C:6]=1[CH:7]=[CH:8][N:9]2[C:14]1[CH:19]=[CH:18][N:17]=[C:16]([NH:28][CH:29]2[CH2:30][CH2:31][CH:32]([C:35]([N:37]3[CH2:38][CH2:39][CH2:40][CH2:41]3)=[O:36])[CH2:33][CH2:34]2)[N:15]=1)(=[O:3])=[O:4]. Given the reactants [CH3:1][S:2]([C:5]1[CH:13]=[CH:12][CH:11]=[C:10]2[C:6]=1[CH:7]=[CH:8][N:9]2[C:14]1[CH:19]=[CH:18][N:17]=[C:16](S(CCCC)(=O)=O)[N:15]=1)(=[O:4])=[O:3].Cl.[NH2:28][CH:29]1[CH2:34][CH2:33][CH:32]([C:35]([N:37]2[CH2:41][CH2:40][CH2:39][CH2:38]2)=[O:36])[CH2:31][CH2:30]1.C(N(C(C)C)C(C)C)C, predict the reaction product. (3) The product is: [C:19]([O:18][C:16](=[O:17])[NH:1][C:2]1[CH:7]=[CH:6][N:5]=[C:4]([CH3:8])[CH:3]=1)([CH3:22])([CH3:21])[CH3:20]. Given the reactants [NH2:1][C:2]1[CH:7]=[CH:6][N:5]=[C:4]([CH3:8])[CH:3]=1.C(N(CC)CC)C.[C:16](O[C:16]([O:18][C:19]([CH3:22])([CH3:21])[CH3:20])=[O:17])([O:18][C:19]([CH3:22])([CH3:21])[CH3:20])=[O:17], predict the reaction product. (4) Given the reactants [C:1]([O-:10])(=[O:9])[CH:2]([CH2:6][CH2:7][CH3:8])[CH2:3][CH2:4][CH3:5].[Na+:11].[CH3:12][CH2:13][C@@H:14]([NH:17][C:18]1[N:19]=[C:20]([NH:30][CH2:31][C:32]2[CH:33]=[CH:34][CH:35]=[CH:36][CH:37]=2)[C:21]2[N:26]=[CH:25][N:24]([CH:27]([CH3:29])[CH3:28])[C:22]=2[N:23]=1)[CH2:15][OH:16], predict the reaction product. The product is: [CH3:12][CH2:13][C@@H:14]([NH:17][C:18]1[N:19]=[C:20]([NH:30][CH2:31][C:32]2[CH:33]=[CH:34][CH:35]=[CH:36][CH:37]=2)[C:21]2[N:26]=[CH:25][N:24]([CH:27]([CH3:29])[CH3:28])[C:22]=2[N:23]=1)[CH2:15][OH:16].[C:1]([O-:10])(=[O:9])[CH:2]([CH2:6][CH2:7][CH3:8])[CH2:3][CH2:4][CH3:5].[Na+:11]. (5) Given the reactants [CH2:1]([O:3][C:4](=[O:31])[CH2:5][S:6][C:7]1[N:8]([C:24]2[CH:29]=[CH:28][CH:27]=[C:26]([F:30])[CH:25]=2)[C:9](=[O:23])[C:10]2[C:15]([C:16]3[CH:21]=[CH:20][CH:19]=[CH:18][C:17]=3[OH:22])=[CH:14][S:13][C:11]=2[N:12]=1)[CH3:2].C([O-])([O-])=O.[K+].[K+].Br[CH2:39][CH2:40][CH2:41][Cl:42].C([O-])(O)=O.[Na+], predict the reaction product. The product is: [CH2:1]([O:3][C:4](=[O:31])[CH2:5][S:6][C:7]1[N:8]([C:24]2[CH:29]=[CH:28][CH:27]=[C:26]([F:30])[CH:25]=2)[C:9](=[O:23])[C:10]2[C:15]([C:16]3[CH:21]=[CH:20][CH:19]=[CH:18][C:17]=3[O:22][CH2:39][CH2:40][CH2:41][Cl:42])=[CH:14][S:13][C:11]=2[N:12]=1)[CH3:2]. (6) Given the reactants [Cl:1][C:2]1[C:11]2[C:10]([CH3:13])([CH3:12])[CH2:9][CH:8]=[C:7]([CH:14]([CH3:16])[CH3:15])[C:6]=2[CH:5]=[C:4](/[C:17](/[CH3:25])=[C:18](/[F:24])\[C:19](OCC)=[O:20])[C:3]=1[O:26][CH2:27][CH3:28].[H-].C([Al+]CC(C)C)C(C)C, predict the reaction product. The product is: [Cl:1][C:2]1[C:11]2[C:10]([CH3:13])([CH3:12])[CH2:9][CH:8]=[C:7]([CH:14]([CH3:16])[CH3:15])[C:6]=2[CH:5]=[C:4](/[C:17](/[CH3:25])=[C:18](/[F:24])\[CH2:19][OH:20])[C:3]=1[O:26][CH2:27][CH3:28].